This data is from Peptide-MHC class I binding affinity with 185,985 pairs from IEDB/IMGT. The task is: Regression. Given a peptide amino acid sequence and an MHC pseudo amino acid sequence, predict their binding affinity value. This is MHC class I binding data. (1) The peptide sequence is PIFFCLWVY. The MHC is HLA-A03:01 with pseudo-sequence HLA-A03:01. The binding affinity (normalized) is 0.193. (2) The peptide sequence is DTIEIRGVL. The MHC is HLA-A02:01 with pseudo-sequence HLA-A02:01. The binding affinity (normalized) is 0.103. (3) The MHC is HLA-B07:02 with pseudo-sequence HLA-B07:02. The binding affinity (normalized) is 0.560. The peptide sequence is SPGYVLGIFL.